This data is from TCR-epitope binding with 47,182 pairs between 192 epitopes and 23,139 TCRs. The task is: Binary Classification. Given a T-cell receptor sequence (or CDR3 region) and an epitope sequence, predict whether binding occurs between them. (1) The epitope is EILDITPCSF. Result: 1 (the TCR binds to the epitope). The TCR CDR3 sequence is CASSSISSYEQYF. (2) The TCR CDR3 sequence is CASSLAGQGAFYNSPLHF. The epitope is LLLGIGILV. Result: 0 (the TCR does not bind to the epitope). (3) The epitope is TEILPVSMTK. The TCR CDR3 sequence is CASSQEGSLAMSTDTQYF. Result: 0 (the TCR does not bind to the epitope). (4) The epitope is PKYVKQNTLKLAT. The TCR CDR3 sequence is CASSSTGLPYGYTF. Result: 1 (the TCR binds to the epitope). (5) The epitope is LLLGIGILV. The TCR CDR3 sequence is CASSVDGGGTEAFF. Result: 0 (the TCR does not bind to the epitope). (6) The epitope is HTTDPSFLGRY. The TCR CDR3 sequence is CATSETGGDTSTDTQYF. Result: 1 (the TCR binds to the epitope). (7) The epitope is IPSINVHHY. The TCR CDR3 sequence is CASSLALSGYTF. Result: 0 (the TCR does not bind to the epitope). (8) The epitope is KLPDDFTGCV. The TCR CDR3 sequence is CASSQERRGGYDEQYF. Result: 1 (the TCR binds to the epitope). (9) The epitope is TPRVTGGGAM. The TCR CDR3 sequence is CSASNPIYEQYF. Result: 0 (the TCR does not bind to the epitope). (10) The epitope is PKYVKQNTLKLAT. The TCR CDR3 sequence is CASSFDSGGLGAQYF. Result: 0 (the TCR does not bind to the epitope).